From a dataset of Catalyst prediction with 721,799 reactions and 888 catalyst types from USPTO. Predict which catalyst facilitates the given reaction. (1) Reactant: [OH:1][CH:2]([C:22]1[C:30]([CH2:31][O:32][C:33]2[CH:38]=[CH:37][CH:36]=[CH:35][CH:34]=2)=[CH:29][C:28]([CH3:39])=[C:27]2[C:23]=1[CH:24]=[CH:25][N:26]2[S:40]([C:43]1[CH:49]=[CH:48][C:46]([CH3:47])=[CH:45][CH:44]=1)(=[O:42])=[O:41])[C:3]1[N:7](COCC[Si](C)(C)C)[C:6]2[CH:16]=[CH:17][C:18]([C:20]#[N:21])=[CH:19][C:5]=2[N:4]=1.OC(C1C(COC2C=CC=CC=2)=CC(C)=C2C=1C=CN2S(C1C=CC(C)=CC=1)(=O)=O)C1N(COCC[Si](C)(C)C)C2C=C(C#N)C=CC=2N=1.B(F)(F)F.O(CC)CC. Product: [OH:1][CH:2]([C:22]1[C:30]([CH2:31][O:32][C:33]2[CH:34]=[CH:35][CH:36]=[CH:37][CH:38]=2)=[CH:29][C:28]([CH3:39])=[C:27]2[C:23]=1[CH:24]=[CH:25][N:26]2[S:40]([C:43]1[CH:44]=[CH:45][C:46]([CH3:47])=[CH:48][CH:49]=1)(=[O:41])=[O:42])[C:3]1[NH:7][C:6]2[CH:16]=[CH:17][C:18]([C:20]#[N:21])=[CH:19][C:5]=2[N:4]=1. The catalyst class is: 2. (2) Reactant: C[O-].[Na+].C([NH:12][C:13]([NH:15][C:16]1[CH:17]=[C:18]([CH:22]=[C:23]([O:25][CH3:26])[CH:24]=1)[C:19]([OH:21])=[O:20])=[S:14])(=O)C1C=CC=CC=1. Product: [C:13]([NH:15][C:16]1[CH:17]=[C:18]([CH:22]=[C:23]([O:25][CH3:26])[CH:24]=1)[C:19]([OH:21])=[O:20])(=[S:14])[NH2:12]. The catalyst class is: 5. (3) Reactant: C[Si]([N-][Si](C)(C)C)(C)C.[Na+].[F:11][C:12]1[CH:17]=[CH:16][C:15]([CH2:18][C:19]([OH:21])=[O:20])=[CH:14][CH:13]=1.Br[CH2:23][CH:24]=[CH2:25]. Product: [F:11][C:12]1[CH:13]=[CH:14][C:15]([CH:18]([CH2:25][CH:24]=[CH2:23])[C:19]([OH:21])=[O:20])=[CH:16][CH:17]=1. The catalyst class is: 1. (4) Reactant: [C:1]([C:3]1[CH:8]=[CH:7][C:6]([C@@H:9]2[NH:13][CH:12]([C:14]([OH:16])=[O:15])[CH2:11][S:10]2)=[CH:5][CH:4]=1)#[N:2].CCN(C(C)C)C(C)C.Cl[C:27]([O:29][CH2:30][C:31]1[CH:36]=[CH:35][CH:34]=[CH:33][CH:32]=1)=[O:28]. Product: [CH2:30]([O:29][C:27]([N:13]1[CH:12]([C:14]([OH:16])=[O:15])[CH2:11][S:10][C@@H:9]1[C:6]1[CH:5]=[CH:4][C:3]([C:1]#[N:2])=[CH:8][CH:7]=1)=[O:28])[C:31]1[CH:36]=[CH:35][CH:34]=[CH:33][CH:32]=1. The catalyst class is: 3. (5) Reactant: [CH:1]1([C:7]([N:9]2[CH2:18][CH2:17][C:16]3[C:11](=[CH:12][CH:13]=[C:14]([C:19]([N:21]4[CH2:28][CH:27]5[CH:23]([CH2:24][NH:25][CH2:26]5)[CH2:22]4)=[O:20])[CH:15]=3)[CH2:10]2)=[O:8])[CH2:6][CH2:5][CH2:4][CH2:3][CH2:2]1.C(OC(N1C[CH:63]2[CH:62](CN(C(C3C=C4C(=CC=3)CN(C([CH:58]3[CH2:63][CH2:62][CH2:61]CC3)=O)CC4)=O)[CH2:58]2)[CH2:61]1)=O)(C)(C)C.C(O)(C(F)(F)F)=O. Product: [CH:61]1([N:25]2[CH2:24][CH:23]3[CH2:22][N:21]([C:19]([C:14]4[CH:15]=[C:16]5[C:11](=[CH:12][CH:13]=4)[CH2:10][N:9]([C:7]([CH:1]4[CH2:6][CH2:5][CH2:4][CH2:3][CH2:2]4)=[O:8])[CH2:18][CH2:17]5)=[O:20])[CH2:28][CH:27]3[CH2:26]2)[CH2:62][CH2:63][CH2:58]1. The catalyst class is: 2. (6) Reactant: [P:1]([O:13][CH2:14][CH2:15][N:16]1[CH2:21][CH2:20][N:19]([CH2:22][CH2:23][C@@H:24]([NH:33][C:34]2[CH:39]=[CH:38][C:37]([S:40](=[O:79])(=[O:78])[NH:41][C:42](=[O:77])[C:43]3[CH:48]=[CH:47][C:46]([N:49]4[CH2:54][CH2:53][CH:52]([C@@H:55]([O:69][Si](C(C)(C)C)(C)C)[C:56]5[CH:61]=[CH:60][CH:59]=[CH:58][C:57]=5[C:62]5[CH:67]=[CH:66][C:65]([Cl:68])=[CH:64][CH:63]=5)[CH2:51][CH2:50]4)=[CH:45][CH:44]=3)=[CH:36][C:35]=2[S:80]([C:83]([F:86])([F:85])[F:84])(=[O:82])=[O:81])[CH2:25][S:26][C:27]2[CH:32]=[CH:31][CH:30]=[CH:29][CH:28]=2)[CH2:18][CH2:17]1)([O:8]C(C)(C)C)([O:3]C(C)(C)C)=[O:2].Cl. Product: [P:1]([OH:3])([OH:8])([O:13][CH2:14][CH2:15][N:16]1[CH2:17][CH2:18][N:19]([CH2:22][CH2:23][C@@H:24]([NH:33][C:34]2[CH:39]=[CH:38][C:37]([S:40](=[O:79])(=[O:78])[NH:41][C:42](=[O:77])[C:43]3[CH:44]=[CH:45][C:46]([N:49]4[CH2:54][CH2:53][CH:52]([C@H:55]([C:56]5[CH:61]=[CH:60][CH:59]=[CH:58][C:57]=5[C:62]5[CH:63]=[CH:64][C:65]([Cl:68])=[CH:66][CH:67]=5)[OH:69])[CH2:51][CH2:50]4)=[CH:47][CH:48]=3)=[CH:36][C:35]=2[S:80]([C:83]([F:84])([F:86])[F:85])(=[O:81])=[O:82])[CH2:25][S:26][C:27]2[CH:28]=[CH:29][CH:30]=[CH:31][CH:32]=2)[CH2:20][CH2:21]1)=[O:2]. The catalyst class is: 2.